From a dataset of Full USPTO retrosynthesis dataset with 1.9M reactions from patents (1976-2016). Predict the reactants needed to synthesize the given product. (1) The reactants are: [CH3:1][O:2][C:3]1[CH:4]=[C:5](B(O)O)[CH:6]=[C:7]([O:11][CH3:12])[C:8]=1[O:9][CH3:10].C(=O)([O-])[O-].[Na+].[Na+].Cl[C:23]1[CH:28]=[CH:27][C:26]([Cl:29])=[CH:25][N:24]=1. Given the product [Cl:29][C:26]1[CH:27]=[CH:28][C:23]([C:5]2[CH:4]=[C:3]([O:2][CH3:1])[C:8]([O:9][CH3:10])=[C:7]([O:11][CH3:12])[CH:6]=2)=[N:24][CH:25]=1, predict the reactants needed to synthesize it. (2) Given the product [Cl:1][C:2]1[CH:3]=[CH:4][C:5]([C:8]2[NH:41][C:38]3[C:39]([C:9]=2[CH2:10][CH2:11][CH2:12][N:13]2[CH2:18][CH2:17][CH:16]([C:19]4[CH:20]=[C:21]([NH:25][C:26](=[O:30])[CH:27]([CH3:28])[CH3:29])[CH:22]=[CH:23][CH:24]=4)[CH2:15][CH2:14]2)=[CH:40][C:35]([O:34][CH3:33])=[CH:36][CH:37]=3)=[CH:6][CH:7]=1, predict the reactants needed to synthesize it. The reactants are: [Cl:1][C:2]1[CH:7]=[CH:6][C:5]([C:8](=O)[CH2:9][CH2:10][CH2:11][CH2:12][N:13]2[CH2:18][CH2:17][CH:16]([C:19]3[CH:20]=[C:21]([NH:25][C:26](=[O:30])[CH:27]([CH3:29])[CH3:28])[CH:22]=[CH:23][CH:24]=3)[CH2:15][CH2:14]2)=[CH:4][CH:3]=1.Cl.[CH3:33][O:34][C:35]1[CH:40]=[CH:39][C:38]([NH:41]N)=[CH:37][CH:36]=1. (3) The reactants are: [NH2:1][NH:2][C:3]([C:5]1[CH:10]=[N:9][CH:8]=[CH:7][N:6]=1)=[NH:4].[OH:11][C:12]1[CH:19]=[CH:18][CH:17]=[CH:16][C:13]=1[CH:14]=O. Given the product [N:6]1[CH:7]=[CH:8][N:9]=[CH:10][C:5]=1[C:3]1[N:4]=[C:14]([C:13]2[CH:16]=[CH:17][CH:18]=[CH:19][C:12]=2[OH:11])[NH:1][N:2]=1, predict the reactants needed to synthesize it. (4) Given the product [CH2:45]([C:23]1[CH:24]=[C:25]([C:52]2[S:53][CH:54]=[CH:55][N:56]=2)[C:26]([OH:28])=[CH:27][C:22]=1[O:21][CH2:20][CH2:19][CH2:18][O:17][C:13]1[C:12]([CH2:47][CH2:48][CH3:49])=[C:11]([CH:16]=[CH:15][CH:14]=1)[O:10][C:5]1[CH:6]=[CH:7][CH:8]=[CH:9][C:4]=1[C:3]([OH:50])=[O:2])[CH3:46], predict the reactants needed to synthesize it. The reactants are: C[O:2][C:3](=[O:50])[C:4]1[CH:9]=[CH:8][CH:7]=[CH:6][C:5]=1[O:10][C:11]1[CH:16]=[CH:15][CH:14]=[C:13]([O:17][CH2:18][CH2:19][CH2:20][O:21][C:22]2[CH:27]=[C:26]([O:28]CC3C=CC=CC=3)[C:25](B3OC(C)(C)C(C)(C)O3)=[CH:24][C:23]=2[CH2:45][CH3:46])[C:12]=1[CH2:47][CH2:48][CH3:49].Br[C:52]1[S:53][CH:54]=[CH:55][N:56]=1.C(=O)([O-])[O-].[Cs+].[Cs+]. (5) Given the product [ClH:31].[F:1][C:2]1[CH:3]=[C:4]([N:8]2[CH2:23][CH:11]3[CH2:12][NH:13][CH2:14][CH2:15][N:10]3[C:9]2=[O:24])[CH:5]=[CH:6][CH:7]=1, predict the reactants needed to synthesize it. The reactants are: [F:1][C:2]1[CH:3]=[C:4]([N:8]2[CH2:23][CH:11]3[CH2:12][N:13](C(OC(C)(C)C)=O)[CH2:14][CH2:15][N:10]3[C:9]2=[O:24])[CH:5]=[CH:6][CH:7]=1.C(OCC)(=O)C.[ClH:31]. (6) Given the product [F:1][C:2]1[CH:3]=[C:4]([CH2:9][C:10]([Cl:21])=[O:12])[CH:5]=[C:6]([F:8])[CH:7]=1, predict the reactants needed to synthesize it. The reactants are: [F:1][C:2]1[CH:3]=[C:4]([CH2:9][C:10]([OH:12])=O)[CH:5]=[C:6]([F:8])[CH:7]=1.CN(C=O)C.C(Cl)(=O)C([Cl:21])=O. (7) Given the product [Cl:24][C:25]1[CH:33]=[CH:32][C:31]([S:34]([CH3:37])(=[O:36])=[O:35])=[CH:30][C:26]=1[C:27]1[O:15][N:14]=[C:13]([CH2:12][N:8]2[C:9]3[C:5](=[C:4]([C:20]([F:22])([F:23])[F:21])[C:3]([C:1]#[N:2])=[CH:11][CH:10]=3)[CH:6]=[C:7]2[CH2:17][CH2:18][CH3:19])[N:16]=1, predict the reactants needed to synthesize it. The reactants are: [C:1]([C:3]1[C:4]([C:20]([F:23])([F:22])[F:21])=[C:5]2[C:9](=[CH:10][CH:11]=1)[N:8]([CH2:12][C:13](=[NH:16])[NH:14][OH:15])[C:7]([CH2:17][CH2:18][CH3:19])=[CH:6]2)#[N:2].[Cl:24][C:25]1[CH:33]=[CH:32][C:31]([S:34]([CH3:37])(=[O:36])=[O:35])=[CH:30][C:26]=1[C:27](O)=O.CN(C(ON1N=NC2C=CC=NC1=2)=[N+](C)C)C.F[P-](F)(F)(F)(F)F.C(N(CC)CC)C. (8) Given the product [Cl:1][C:2]1[CH:10]=[CH:9][C:8]([Cl:11])=[CH:7][C:3]=1[C:4]([NH:27][C:26]1[CH:28]=[CH:29][C:30]([CH3:32])=[CH:31][C:25]=1[OH:24])=[O:6], predict the reactants needed to synthesize it. The reactants are: [Cl:1][C:2]1[CH:10]=[CH:9][C:8]([Cl:11])=[CH:7][C:3]=1[C:4]([OH:6])=O.C(N1C=CN=C1)(N1C=CN=C1)=O.[OH:24][C:25]1[CH:31]=[C:30]([CH3:32])[CH:29]=[CH:28][C:26]=1[NH2:27]. (9) Given the product [OH:33][CH:32]([C:34]1[C:43]2[C:38](=[CH:39][C:40]([O:44][CH3:45])=[CH:41][CH:42]=2)[N:37]=[CH:36][CH:35]=1)[C:29]1[CH:28]=[CH:27][C:26]([NH:25][C:62]([C:48]2[C:49](=[O:61])[N:50]([C:55]3[CH:56]=[CH:57][CH:58]=[CH:59][CH:60]=3)[N:51]([CH2:52][CH2:53][CH3:54])[C:47]=2[CH3:46])=[O:63])=[CH:31][CH:30]=1, predict the reactants needed to synthesize it. The reactants are: CN(C(ON1N=NC2C=CC=NC1=2)=[N+](C)C)C.F[P-](F)(F)(F)(F)F.[NH2:25][C:26]1[CH:31]=[CH:30][C:29]([CH:32]([C:34]2[C:43]3[C:38](=[CH:39][C:40]([O:44][CH3:45])=[CH:41][CH:42]=3)[N:37]=[CH:36][CH:35]=2)[OH:33])=[CH:28][CH:27]=1.[CH3:46][C:47]1[N:51]([CH2:52][CH2:53][CH3:54])[N:50]([C:55]2[CH:60]=[CH:59][CH:58]=[CH:57][CH:56]=2)[C:49](=[O:61])[C:48]=1[C:62](O)=[O:63].C([O-])([O-])=O.[K+].[K+].[OH-].[Na+]. (10) Given the product [ClH:37].[CH3:34][N:3]([CH3:2])[C:4]1([C:28]2[CH:33]=[CH:32][CH:31]=[CH:30][CH:29]=2)[CH2:9][CH2:8][CH:7]([NH:10][C:11](=[O:27])[CH:12]([NH:14][C:15](=[O:26])[CH2:16][C:17]2[C:25]3[C:20](=[CH:21][CH:22]=[CH:23][CH:24]=3)[NH:19][CH:18]=2)[CH3:13])[CH2:6][CH2:5]1, predict the reactants needed to synthesize it. The reactants are: Cl.[CH3:2][N:3]([CH3:34])[C:4]1([C:28]2[CH:33]=[CH:32][CH:31]=[CH:30][CH:29]=2)[CH2:9][CH2:8][CH:7]([NH:10][C:11](=[O:27])[CH:12]([NH:14][C:15](=[O:26])[CH2:16][C:17]2[C:25]3[C:20](=[CH:21][CH:22]=[CH:23][CH:24]=3)[NH:19][CH:18]=2)[CH3:13])[CH2:6][CH2:5]1.C[Si](C)(C)[Cl:37].